Dataset: Reaction yield outcomes from USPTO patents with 853,638 reactions. Task: Predict the reaction yield, written as a fraction of the theoretical maximum amount of product (1.0 means a 100% yield; for example, 0.34 means a 34% yield). (1) The catalyst is CCOC(C)=O.[Pd]. The product is [CH:1]1([O:6][C:7](=[O:30])[CH:8]([O:24][CH:25]2[CH2:26][CH2:27][CH2:28][CH2:29]2)[CH2:9][C:10]2[CH:11]=[CH:12][C:13]([OH:16])=[CH:14][CH:15]=2)[CH2:2][CH2:3][CH2:4][CH2:5]1. The reactants are [CH:1]1([O:6][C:7](=[O:30])[CH:8]([O:24][CH:25]2[CH2:29][CH2:28][CH2:27][CH2:26]2)[CH2:9][C:10]2[CH:15]=[CH:14][C:13]([O:16]CC3C=CC=CC=3)=[CH:12][CH:11]=2)[CH2:5][CH2:4][CH2:3][CH2:2]1. The yield is 0.840. (2) The reactants are CO[C:3]([CH:5]1[CH2:9][C:8]([CH3:11])([CH3:10])[CH2:7][C:6]1=O)=[O:4].[Cl:13][C:14]1[CH:15]=[CH:16][C:17]([F:23])=[C:18]([CH:22]=1)[C:19]([NH2:21])=[NH:20]. The catalyst is C(O)C. The product is [Cl:13][C:14]1[CH:15]=[CH:16][C:17]([F:23])=[C:18]([C:19]2[N:20]=[C:3]([OH:4])[C:5]3[CH2:9][C:8]([CH3:11])([CH3:10])[CH2:7][C:6]=3[N:21]=2)[CH:22]=1. The yield is 0.590. (3) The yield is 0.880. The catalyst is O1CCCC1. The reactants are [OH:1][CH:2]([CH2:7][NH:8][C:9]([C:11]1[NH:12][C:13]([C:16]2[CH:21]=[C:20]([O:22][C:23]3[CH:28]=[CH:27][C:26]([S:29]([CH3:32])(=[O:31])=[O:30])=[CH:25][CH:24]=3)[CH:19]=[C:18]([O:33][C@@H:34]([CH3:38])[CH2:35][O:36][CH3:37])[CH:17]=2)=[CH:14][CH:15]=1)=O)[C:3]([O:5][CH3:6])=[O:4].CS(OS(C)(=O)=O)(=O)=O.C(N(CC)CC)C.C(=O)([O-])O.[Na+]. The product is [CH3:37][O:36][CH2:35][C@H:34]([CH3:38])[O:33][C:18]1[CH:17]=[C:16]([C:13]2[NH:12][C:11]([C:9]3[O:1][CH:2]([C:3]([O:5][CH3:6])=[O:4])[CH2:7][N:8]=3)=[CH:15][CH:14]=2)[CH:21]=[C:20]([O:22][C:23]2[CH:28]=[CH:27][C:26]([S:29]([CH3:32])(=[O:31])=[O:30])=[CH:25][CH:24]=2)[CH:19]=1. (4) The reactants are [CH3:1][O:2][C:3]([NH:5][C@@H:6]([CH:59]([CH3:61])[CH3:60])[C:7]([N:9]1[C@H:13]([C:14]2[NH:18][C:17]3[C:19]4[C:24]([CH:25]=[CH:26][C:16]=3[N:15]=2)=[CH:23][C:22]2[C:27]3[C:32]([CH2:33][O:34][C:21]=2[CH:20]=4)=[CH:31][C:30]([C:35]2[NH:39][C:38]([CH:40]4[CH2:44][CH2:43][CH2:42][N:41]4[C:45](=[O:55])[C@@H:46]([NH:50][C:51](=[O:54])[O:52][CH3:53])[CH:47]([CH3:49])[CH3:48])=[N:37][CH:36]=2)=[CH:29][CH:28]=3)[CH2:12][C@@H:11]2[CH2:56][CH2:57][CH2:58][C@H:10]12)=[O:8])=[O:4].[CH3:62][O:63][C:64](N[C@@H](C(C)C)C(O)=O)=O. No catalyst specified. The product is [CH3:1][O:2][C:3]([NH:5][C@@H:6]([CH:59]([CH3:61])[CH3:60])[C:7]([N:9]1[C@H:13]([C:14]2[NH:18][C:17]3[C:19]4[C:24]([CH:25]=[CH:26][C:16]=3[N:15]=2)=[CH:23][C:22]2[C:27]3[C:32]([CH2:33][O:34][C:21]=2[CH:20]=4)=[CH:31][C:30]([C:35]2[NH:39][C:38]([CH:40]4[CH2:44][CH2:43][CH2:42][N:41]4[C:45](=[O:55])[C@@H:46]([NH:50][C:51](=[O:54])[O:52][CH3:53])[CH:47]4[CH2:49][CH2:64][O:63][CH2:62][CH2:48]4)=[N:37][CH:36]=2)=[CH:29][CH:28]=3)[CH2:12][C@@H:11]2[CH2:56][CH2:57][CH2:58][C@H:10]12)=[O:8])=[O:4]. The yield is 0.560. (5) The reactants are Br[C:2]1[CH:7]=[CH:6][C:5]([S:8]([NH:11][CH3:12])(=[O:10])=[O:9])=[CH:4][C:3]=1[CH3:13].[CH3:14][C:15]1([CH3:31])[C:19]([CH3:21])([CH3:20])[O:18][B:17]([B:17]2[O:18][C:19]([CH3:21])([CH3:20])[C:15]([CH3:31])([CH3:14])[O:16]2)[O:16]1.C([O-])(=O)C.[K+]. The catalyst is C1C=CC(P(C2C=CC=CC=2)[C-]2C=CC=C2)=CC=1.C1C=CC(P(C2C=CC=CC=2)[C-]2C=CC=C2)=CC=1.Cl[Pd]Cl.[Fe+2]. The product is [CH3:12][NH:11][S:8]([C:5]1[CH:6]=[CH:7][C:2]([B:17]2[O:18][C:19]([CH3:21])([CH3:20])[C:15]([CH3:31])([CH3:14])[O:16]2)=[C:3]([CH3:13])[CH:4]=1)(=[O:10])=[O:9]. The yield is 0.320. (6) The reactants are [CH:1]([C:4]1[N:5]=[C:6]([Sn](CCCC)(CCCC)CCCC)[S:7][CH:8]=1)([CH3:3])[CH3:2].Cl[C:23]1[CH:32]=[C:31]([O:33][CH2:34][C:35]2[CH:40]=[CH:39][C:38]([O:41][CH3:42])=[CH:37][CH:36]=2)[C:30]2[C:25](=[C:26]([CH3:45])[CH:27]=[C:28]([O:43][CH3:44])[CH:29]=2)[N:24]=1.C(=O)([O-])[O-].[K+].[K+]. The catalyst is CN(C=O)C. The product is [CH:1]([C:4]1[N:5]=[C:6]([C:23]2[CH:32]=[C:31]([O:33][CH2:34][C:35]3[CH:40]=[CH:39][C:38]([O:41][CH3:42])=[CH:37][CH:36]=3)[C:30]3[C:25](=[C:26]([CH3:45])[CH:27]=[C:28]([O:43][CH3:44])[CH:29]=3)[N:24]=2)[S:7][CH:8]=1)([CH3:2])[CH3:3]. The yield is 0.630. (7) The reactants are [Br:1][C:2]1[CH:3]=[C:4]([CH:8]=[CH:9][C:10]=1[C:11]([O:13][CH3:14])=[O:12])[C:5](O)=[O:6].[NH4+].[Cl-].C[N:18](C(ON1N=NC2C=CC=NC1=2)=[N+](C)C)C.F[P-](F)(F)(F)(F)F.CCN(C(C)C)C(C)C. The catalyst is C(Cl)Cl.O. The product is [Br:1][C:2]1[CH:3]=[C:4]([C:5](=[O:6])[NH2:18])[CH:8]=[CH:9][C:10]=1[C:11]([O:13][CH3:14])=[O:12]. The yield is 0.520. (8) The reactants are P(Br)(Br)[Br:2].[I:5][C:6]1[C:13]([I:14])=[CH:12][C:11]([I:15])=[CH:10][C:7]=1[CH2:8]O.O.C(Cl)Cl. The catalyst is O1CCCC1. The product is [I:5][C:6]1[C:13]([I:14])=[CH:12][C:11]([I:15])=[CH:10][C:7]=1[CH2:8][Br:2]. The yield is 0.850. (9) The reactants are Cl[C:2]1[C:11]2[N:10]=[CH:9][CH:8]=[CH:7][C:6]=2[C:5]2[CH:12]=[CH:13][C:14]([Cl:16])=[CH:15][C:4]=2[N:3]=1.[CH3:17][N:18]1[CH2:23][CH2:22][NH:21][CH2:20][CH2:19]1.C([O-])(O)=O.[Na+]. The catalyst is C1COCC1. The product is [Cl:16][C:14]1[CH:13]=[CH:12][C:5]2[C:6]3[CH:7]=[CH:8][CH:9]=[N:10][C:11]=3[C:2]([N:21]3[CH2:22][CH2:23][N:18]([CH3:17])[CH2:19][CH2:20]3)=[N:3][C:4]=2[CH:15]=1. The yield is 0.860. (10) The reactants are Cl[C:2]1[C:7]([F:8])=[C:6]([Cl:9])[N:5]=[C:4]([CH3:10])[N:3]=1.C[NH:12][CH2:13][C:14]1[N:15]=[C:16]([NH2:19])[S:17][CH:18]=1.C(N(CC)CC)C. The catalyst is C1COCC1. The product is [NH2:19][C:16]1[S:17][CH:18]=[C:14]([CH2:13][NH:12][C:2]2[C:7]([F:8])=[C:6]([Cl:9])[N:5]=[C:4]([CH3:10])[N:3]=2)[N:15]=1. The yield is 0.590.